Dataset: Full USPTO retrosynthesis dataset with 1.9M reactions from patents (1976-2016). Task: Predict the reactants needed to synthesize the given product. (1) Given the product [NH2:6][C:5]1[C:4]([CH3:10])=[CH:3][C:2]([C:11]#[N:12])=[C:8]([CH3:9])[CH:7]=1, predict the reactants needed to synthesize it. The reactants are: Br[C:2]1[C:8]([CH3:9])=[CH:7][C:5]([NH2:6])=[C:4]([CH3:10])[CH:3]=1.[CH3:11][N:12](C=O)C. (2) Given the product [F:72][C:70]1[CH:69]=[CH:68][C:67]([C:73]([F:74])([F:76])[F:75])=[C:66]([CH:71]=1)[C:65]([N:62]1[CH2:61][CH2:60][N:59]([C:57](=[O:58])[CH2:56][NH:55][C:42]([C:40]2[N:18]=[N:17][N:16]([C:14]3[CH:15]=[CH:10][CH:11]=[CH:12][C:13]=3[CH3:1])[CH:41]=2)=[O:43])[CH2:64][CH2:63]1)=[O:77], predict the reactants needed to synthesize it. The reactants are: [CH3:1]CN(C(C)C)C(C)C.[CH:10]1[CH:11]=[CH:12][C:13]2[N:18](O)[N:17]=[N:16][C:14]=2[CH:15]=1.CCN=C=NCCCN(C)C.C1(C)C=CC=CC=1N1[CH:41]=[C:40]([C:42](O)=[O:43])N=N1.CC1C=CC=CC=1N.Cl.[NH2:55][CH2:56][C:57]([N:59]1[CH2:64][CH2:63][N:62]([C:65](=[O:77])[C:66]2[CH:71]=[C:70]([F:72])[CH:69]=[CH:68][C:67]=2[C:73]([F:76])([F:75])[F:74])[CH2:61][CH2:60]1)=[O:58].FC1C=CC(C(F)(F)F)=C(C=1)C(O)=O. (3) Given the product [Cl:6][S:7]([C:10]1[CH:18]=[CH:17][C:13]([C:14]([Cl:4])=[O:15])=[CH:12][CH:11]=1)(=[O:9])=[O:8], predict the reactants needed to synthesize it. The reactants are: S(Cl)([Cl:4])(=O)=O.[Cl:6][S:7]([C:10]1[CH:18]=[CH:17][C:13]([C:14](O)=[O:15])=[CH:12][CH:11]=1)(=[O:9])=[O:8]. (4) Given the product [Cl:1][C:2]1[CH:7]=[CH:6][CH:5]=[CH:4][C:3]=1[NH:8][C:9]1[O:10][C:11]2[CH:17]=[C:16]([CH2:18][C:19]([N:26]3[CH2:27][C@@H:23]([F:22])[CH2:24][C@H:25]3[CH2:28][O:29][C:30]3[CH:39]=[CH:38][C:33]([C:34]([OH:36])=[O:35])=[CH:32][CH:31]=3)=[O:21])[CH:15]=[CH:14][C:12]=2[N:13]=1, predict the reactants needed to synthesize it. The reactants are: [Cl:1][C:2]1[CH:7]=[CH:6][CH:5]=[CH:4][C:3]=1[NH:8][C:9]1[O:10][C:11]2[CH:17]=[C:16]([CH2:18][C:19]([OH:21])=O)[CH:15]=[CH:14][C:12]=2[N:13]=1.[F:22][C@@H:23]1[CH2:27][NH:26][C@H:25]([CH2:28][O:29][C:30]2[CH:39]=[CH:38][C:33]([C:34]([O:36]C)=[O:35])=[CH:32][CH:31]=2)[CH2:24]1.CCN=C=NCCCN(C)C.Cl.C1C=CC2N(O)N=NC=2C=1.C(N(CC)CC)C. (5) Given the product [C:1]([C:3]1[CH:4]=[C:5]([CH:18]=[C:19]([C:23]([F:26])([F:24])[F:25])[C:20]=1[OH:21])[C:6]([N:8]1[C:12]2[CH:13]=[CH:14][CH:15]=[CH:16][C:11]=2[S:10](=[O:17])[CH2:9]1)=[O:7])#[N:2], predict the reactants needed to synthesize it. The reactants are: [C:1]([C:3]1[CH:4]=[C:5]([CH:18]=[C:19]([C:23]([F:26])([F:25])[F:24])[C:20]=1[O:21]C)[C:6]([N:8]1[C:12]2[CH:13]=[CH:14][CH:15]=[CH:16][C:11]=2[S:10](=[O:17])[CH2:9]1)=[O:7])#[N:2].[Cl-].[Li+].Cl. (6) Given the product [CH2:34]([N:41]1[C:45](=[O:46])[C:44](=[C:47]2[N:51]([CH3:52])[C:50]3[CH:53]=[CH:54][CH:55]=[CH:56][C:49]=3[S:48]2)[S:43][C:42]1=[N:20][C:5]1[CH:6]=[C:7]([NH:8][C:9](=[O:17])[CH2:10][N:11]2[CH2:16][CH2:15][O:14][CH2:13][CH2:12]2)[CH:18]=[CH:19][C:4]=1[NH:3][CH2:1][CH3:2])[C:35]1[CH:36]=[CH:37][CH:38]=[CH:39][CH:40]=1, predict the reactants needed to synthesize it. The reactants are: [CH2:1]([NH:3][C:4]1[CH:19]=[CH:18][C:7]([NH:8][C:9](=[O:17])[CH2:10][N:11]2[CH2:16][CH2:15][O:14][CH2:13][CH2:12]2)=[CH:6][C:5]=1[N+:20]([O-])=O)[CH3:2].C1(C)C=CC(S([O-])(=O)=O)=CC=1.[CH2:34]([N:41]1[C:45](=[O:46])[C:44](=[C:47]2[N:51]([CH3:52])[C:50]3[CH:53]=[CH:54][CH:55]=[CH:56][C:49]=3[S:48]2)[S:43][CH2+:42]1SC)[C:35]1[CH:40]=[CH:39][CH:38]=[CH:37][CH:36]=1. (7) Given the product [NH2:8][C@@H:7]([CH2:12][CH2:13][CH2:14][CH2:15][CH2:16][C:17](=[O:18])[CH3:22])[C:6]([O:23][CH3:24])=[O:26], predict the reactants needed to synthesize it. The reactants are: C([C@@H]1C(OC)=[N:8][C@@H:7]([CH2:12][CH2:13][CH2:14][CH2:15][CH2:16][C:17]2([CH3:22])OCC[O:18]2)[C:6]([O:23][CH3:24])=N1)(C)C.Cl.[OH-:26].[Na+]. (8) The reactants are: [C:1]([C:3]1[CH:8]=[CH:7][N:6]=[C:5]([NH:9][C:10]2[N:15]=[C:14]([C:16]3[CH:17]=[N:18][C:19]([N:22]4[CH2:26][CH2:25][C@@H:24]([NH:27]C(=O)OC(C)(C)C)[CH2:23]4)=[CH:20][CH:21]=3)[CH:13]=[C:12]([CH:35]3[CH2:37][CH2:36]3)[CH:11]=2)[CH:4]=1)#[N:2].C(O)(C(F)(F)F)=O. Given the product [NH2:27][C@@H:24]1[CH2:25][CH2:26][N:22]([C:19]2[N:18]=[CH:17][C:16]([C:14]3[CH:13]=[C:12]([CH:35]4[CH2:37][CH2:36]4)[CH:11]=[C:10]([NH:9][C:5]4[CH:4]=[C:3]([C:1]#[N:2])[CH:8]=[CH:7][N:6]=4)[N:15]=3)=[CH:21][CH:20]=2)[CH2:23]1, predict the reactants needed to synthesize it.